From a dataset of Full USPTO retrosynthesis dataset with 1.9M reactions from patents (1976-2016). Predict the reactants needed to synthesize the given product. (1) Given the product [I:1][C:2]1[CH:3]=[C:4]([CH:8]=[CH:9][C:10]=1[O:11][CH3:12])[C:5]([N:28]1[CH2:29][C:30]2[C:35](=[CH:34][CH:33]=[CH:32][CH:31]=2)[CH2:27]1)=[O:7], predict the reactants needed to synthesize it. The reactants are: [I:1][C:2]1[CH:3]=[C:4]([CH:8]=[CH:9][C:10]=1[O:11][CH3:12])[C:5]([OH:7])=O.C1C=CC2N(O)N=NC=2C=1.C(Cl)CCl.[CH2:27]1[C:35]2[C:30](=[CH:31][CH:32]=[CH:33][CH:34]=2)[CH2:29][NH:28]1. (2) Given the product [CH3:29][N:30]1[C:35](=[O:36])[NH:34][C:33]2[CH:45]=[CH:46][C:47]([C:2]3[N:7]4[CH:8]=[C:9](/[CH:11]=[CH:12]/[C:13]5[CH:22]=[CH:21][C:20]6[C:15](=[CH:16][CH:17]=[CH:18][CH:19]=6)[N:14]=5)[N:10]=[C:6]4[C:5]([N:23]4[CH2:24][CH2:25][O:26][CH2:27][CH2:28]4)=[N:4][CH:3]=3)=[CH:48][C:32]=2[S:31]1(=[O:59])=[O:58], predict the reactants needed to synthesize it. The reactants are: Br[C:2]1[N:7]2[CH:8]=[C:9](/[CH:11]=[CH:12]/[C:13]3[CH:22]=[CH:21][C:20]4[C:15](=[CH:16][CH:17]=[CH:18][CH:19]=4)[N:14]=3)[N:10]=[C:6]2[C:5]([N:23]2[CH2:28][CH2:27][O:26][CH2:25][CH2:24]2)=[N:4][CH:3]=1.[CH3:29][N:30]1[C:35](=[O:36])[N:34](COCC[Si](C)(C)C)[C:33]2[CH:45]=[CH:46][C:47](B3OC(C)(C)C(C)(C)O3)=[CH:48][C:32]=2[S:31]1(=[O:59])=[O:58].C(O)(C(F)(F)F)=O.